This data is from Forward reaction prediction with 1.9M reactions from USPTO patents (1976-2016). The task is: Predict the product of the given reaction. (1) Given the reactants [NH2:1][C:2]1[CH:7]=[CH:6][CH:5]=[CH:4][N:3]=1.[Cl:8][C:9]1[CH:16]=[CH:15][CH:14]=[C:13]([F:17])[C:10]=1[CH:11]=O.[N+:18]([C:20]1[CH:29]=[CH:28][C:23]2[O:24][CH2:25][CH2:26][O:27][C:22]=2[CH:21]=1)#[C-:19], predict the reaction product. The product is: [Cl:8][C:9]1[CH:16]=[CH:15][CH:14]=[C:13]([F:17])[C:10]=1[C:11]1[N:1]=[C:2]2[CH:7]=[CH:6][CH:5]=[CH:4][N:3]2[C:19]=1[NH:18][C:20]1[CH:29]=[CH:28][C:23]2[O:24][CH2:25][CH2:26][O:27][C:22]=2[CH:21]=1. (2) Given the reactants Br[C:2]1[N:6]=[CH:5][N:4]([C:7]2[CH:12]=[CH:11][C:10]([O:13][C:14]([F:17])([F:16])[F:15])=[CH:9][CH:8]=2)[N:3]=1.[CH3:18][C:19]([NH:37][C:38](=[O:47])[O:39][CH2:40][C:41]1[CH:46]=[CH:45][CH:44]=[CH:43][CH:42]=1)([CH3:36])[CH2:20][C:21]1[CH:26]=[CH:25][C:24](B2OC(C)(C)C(C)(C)O2)=[CH:23][CH:22]=1.F[B-](F)(F)F.C([PH+](C(C)(C)C)C(C)(C)C)(C)(C)C.[F-].[Cs+], predict the reaction product. The product is: [CH3:36][C:19]([NH:37][C:38](=[O:47])[O:39][CH2:40][C:41]1[CH:46]=[CH:45][CH:44]=[CH:43][CH:42]=1)([CH3:18])[CH2:20][C:21]1[CH:26]=[CH:25][C:24]([C:2]2[N:6]=[CH:5][N:4]([C:7]3[CH:12]=[CH:11][C:10]([O:13][C:14]([F:17])([F:16])[F:15])=[CH:9][CH:8]=3)[N:3]=2)=[CH:23][CH:22]=1.